This data is from Forward reaction prediction with 1.9M reactions from USPTO patents (1976-2016). The task is: Predict the product of the given reaction. (1) Given the reactants [CH3:1][S:2]([CH2:5][CH2:6][NH:7][C:8]1[CH2:12][S:11][C:10](=[O:13])[N:9]=1)(=[O:4])=[O:3].[F:14][C:15]([F:36])([F:35])[C:16]1[CH:30]=[C:29]([C:31]([F:34])([F:33])[F:32])[CH:28]=[CH:27][C:17]=1[CH2:18][N:19]1[CH2:24][CH2:23][CH:22]([CH:25]=O)[CH2:21][CH2:20]1.C([O-])(=O)C.[NH2+]1CCCCC1, predict the reaction product. The product is: [F:36][C:15]([F:14])([F:35])[C:16]1[CH:30]=[C:29]([C:31]([F:34])([F:33])[F:32])[CH:28]=[CH:27][C:17]=1[CH2:18][N:19]1[CH2:24][CH2:23][CH:22](/[CH:25]=[C:12]2/[C:8]([NH:7][CH2:6][CH2:5][S:2]([CH3:1])(=[O:3])=[O:4])=[N:9][C:10](=[O:13])[S:11]/2)[CH2:21][CH2:20]1. (2) The product is: [F:17][C:2]1([F:1])[C:7](=[O:8])[N:6]([CH3:9])[C:5]2[CH:10]=[CH:11][C:12]([NH2:14])=[CH:13][C:4]=2[O:3]1. Given the reactants [F:1][C:2]1([F:17])[C:7](=[O:8])[N:6]([CH3:9])[C:5]2[CH:10]=[CH:11][C:12]([N+:14]([O-])=O)=[CH:13][C:4]=2[O:3]1.[Cl-].[NH4+].C(Cl)Cl, predict the reaction product. (3) Given the reactants [NH2:1][C:2]1[CH:3]=[C:4]([CH:8]=[CH:9][C:10]=1[O:11][C:12]([F:15])([F:14])[F:13])[C:5]([OH:7])=O.[C:16]1([C:22]2[CH:23]=[CH:24][C:25]([NH2:28])=[N:26][CH:27]=2)[CH:21]=[CH:20][CH:19]=[CH:18][CH:17]=1.F[P-](F)(F)(F)(F)F.N1(O[P+](N2CCCC2)(N2CCCC2)N2CCCC2)C2C=CC=CC=2N=N1.C(N(C(C)C)CC)(C)C, predict the reaction product. The product is: [NH2:1][C:2]1[CH:3]=[C:4]([CH:8]=[CH:9][C:10]=1[O:11][C:12]([F:15])([F:14])[F:13])[C:5]([NH:28][C:25]1[CH:24]=[CH:23][C:22]([C:16]2[CH:21]=[CH:20][CH:19]=[CH:18][CH:17]=2)=[CH:27][N:26]=1)=[O:7]. (4) Given the reactants [CH3:1][O:2][C:3]([C:5]1[CH:14]=[CH:13][C:12]2[C:7](=[CH:8][CH:9]=[C:10]([C:15]([O:17]C)=[O:16])[CH:11]=2)[CH:6]=1)=[O:4].[OH-].[Na+], predict the reaction product. The product is: [CH3:1][O:2][C:3]([C:5]1[CH:6]=[C:7]2[C:12](=[CH:13][CH:14]=1)[CH:11]=[C:10]([C:15]([OH:17])=[O:16])[CH:9]=[CH:8]2)=[O:4]. (5) Given the reactants [CH3:1][C:2]1([CH3:11])[C:6]2[CH:7]=[CH:8][CH:9]=[CH:10][C:5]=2[O:4][CH2:3]1.Cl[S:13]([OH:16])(=[O:15])=[O:14], predict the reaction product. The product is: [CH3:1][C:2]1([CH3:11])[C:6]2[CH:7]=[C:8]([S:13]([OH:16])(=[O:15])=[O:14])[CH:9]=[CH:10][C:5]=2[O:4][CH2:3]1. (6) Given the reactants [CH2:1]([O:3][C:4]([C:6]1[CH:7]=[N:8][N:9]2[C:14]([NH:15][C:16]3[CH:21]=[C:20]([CH3:22])[CH:19]=[CH:18][C:17]=3[F:23])=[C:13]([C:24]([OH:26])=O)[CH:12]=[N:11][C:10]=12)=[O:5])[CH3:2].Cl.[CH:28]1[C:37]2[C:32](=[CH:33][CH:34]=[CH:35][CH:36]=2)[CH:31]=[CH:30][C:29]=1[CH:38]1[CH2:43][CH2:42][NH:41][CH2:40][CH2:39]1, predict the reaction product. The product is: [CH2:1]([O:3][C:4]([C:6]1[CH:7]=[N:8][N:9]2[C:14]([NH:15][C:16]3[CH:21]=[C:20]([CH3:22])[CH:19]=[CH:18][C:17]=3[F:23])=[C:13]([C:24]([N:41]3[CH2:42][CH2:43][CH:38]([C:29]4[CH:30]=[CH:31][C:32]5[C:37](=[CH:36][CH:35]=[CH:34][CH:33]=5)[CH:28]=4)[CH2:39][CH2:40]3)=[O:26])[CH:12]=[N:11][C:10]=12)=[O:5])[CH3:2]. (7) The product is: [CH3:14][N:15]1[CH2:2][CH2:3][N:4]2[N:5]=[C:6]([N+:11]([O-:13])=[O:12])[CH:7]=[C:8]2[CH2:9]1. Given the reactants Br[CH2:2][CH2:3][N:4]1[C:8]([CH2:9]Br)=[CH:7][C:6]([N+:11]([O-:13])=[O:12])=[N:5]1.[CH3:14][NH2:15], predict the reaction product.